From a dataset of Forward reaction prediction with 1.9M reactions from USPTO patents (1976-2016). Predict the product of the given reaction. (1) Given the reactants [CH3:1][N:2]([CH3:13])[C:3]1[CH:8]=[CH:7][CH:6]=[C:5]([N+:9]([O-])=O)[C:4]=1[Cl:12].[H][H], predict the reaction product. The product is: [Cl:12][C:4]1[C:3]([N:2]([CH3:13])[CH3:1])=[CH:8][CH:7]=[CH:6][C:5]=1[NH2:9]. (2) Given the reactants Cl.[NH2:2][C:3]1[CH:8]=[CH:7][C:6]([C:9]2[N:14]3[N:15]=[C:16]([NH:18][C:19]4[CH:24]=[CH:23][CH:22]=[CH:21][CH:20]=4)[N:17]=[C:13]3[CH:12]=[CH:11][CH:10]=2)=[CH:5][C:4]=1[O:25]C.B(Br)(Br)Br, predict the reaction product. The product is: [NH2:2][C:3]1[CH:8]=[CH:7][C:6]([C:9]2[N:14]3[N:15]=[C:16]([NH:18][C:19]4[CH:24]=[CH:23][CH:22]=[CH:21][CH:20]=4)[N:17]=[C:13]3[CH:12]=[CH:11][CH:10]=2)=[CH:5][C:4]=1[OH:25]. (3) The product is: [CH2:30]([S:37]([NH:40][C:41]([CH:43]1[CH2:48][CH2:47][N:46]([C:2]2[C:17]([C:18]#[N:19])=[CH:16][C:5]([C:6]([O:8][CH2:9][C:10]3[CH:15]=[CH:14][CH:13]=[CH:12][CH:11]=3)=[O:7])=[C:4]([CH3:20])[N:3]=2)[CH2:45][CH2:44]1)=[O:42])(=[O:38])=[O:39])[C:31]1[CH:32]=[CH:33][CH:34]=[CH:35][CH:36]=1. Given the reactants Cl[C:2]1[C:17]([C:18]#[N:19])=[CH:16][C:5]([C:6]([O:8][CH2:9][C:10]2[CH:15]=[CH:14][CH:13]=[CH:12][CH:11]=2)=[O:7])=[C:4]([CH3:20])[N:3]=1.CCN(C(C)C)C(C)C.[CH2:30]([S:37]([NH:40][C:41]([CH:43]1[CH2:48][CH2:47][NH:46][CH2:45][CH2:44]1)=[O:42])(=[O:39])=[O:38])[C:31]1[CH:36]=[CH:35][CH:34]=[CH:33][CH:32]=1.C([O-])(O)=O.[Na+], predict the reaction product. (4) Given the reactants [CH:1]([C:3]1[CH:12]=[C:11]2[C:6]([C:7]([C:17]3[CH:22]=[CH:21][C:20]([O:23][CH3:24])=[CH:19][C:18]=3[F:25])=[CH:8][C:9]([C:13]([O:15][CH3:16])=[O:14])=[N:10]2)=[CH:5][CH:4]=1)=[CH2:2].B1C2CCCC1CCC2.Br[C:36]1[CH:37]=[CH:38][C:39]([C:42]#[N:43])=[N:40][CH:41]=1.C(P(C12CC3CC(CC(C3)C1)C2)C12CC3CC(CC(C3)C1)C2)CCC.C(=O)([O-])[O-].[K+].[K+].N#N, predict the reaction product. The product is: [C:42]([C:39]1[N:40]=[CH:41][C:36]([CH2:2][CH2:1][C:3]2[CH:12]=[C:11]3[C:6]([C:7]([C:17]4[CH:22]=[CH:21][C:20]([O:23][CH3:24])=[CH:19][C:18]=4[F:25])=[CH:8][C:9]([C:13]([O:15][CH3:16])=[O:14])=[N:10]3)=[CH:5][CH:4]=2)=[CH:37][CH:38]=1)#[N:43].